Dataset: Full USPTO retrosynthesis dataset with 1.9M reactions from patents (1976-2016). Task: Predict the reactants needed to synthesize the given product. (1) The reactants are: [C:1]([C:3]1([C:13]2[N:18]=[CH:17][C:16]([NH:19][C:20]([C:22]3[CH:23]=[N:24][N:25]([C:28]4[CH:33]=[CH:32][C:31]([CH3:34])=[CH:30][CH:29]=4)[C:26]=3[CH3:27])=[O:21])=[CH:15][CH:14]=2)[CH2:12][CH2:11][C:6]2(OCC[O:7]2)[CH2:5][CH2:4]1)#[N:2].C(O)(=O)C.Cl.C(=O)([O-])[O-].[K+].[K+]. Given the product [C:1]([C:3]1([C:13]2[N:18]=[CH:17][C:16]([NH:19][C:20]([C:22]3[CH:23]=[N:24][N:25]([C:28]4[CH:29]=[CH:30][C:31]([CH3:34])=[CH:32][CH:33]=4)[C:26]=3[CH3:27])=[O:21])=[CH:15][CH:14]=2)[CH2:12][CH2:11][C:6](=[O:7])[CH2:5][CH2:4]1)#[N:2], predict the reactants needed to synthesize it. (2) Given the product [CH2:1]([O:3][C:4]([C:6]1[CH:7]=[N:8][C:9]2[C:14]([C:15]=1[N:46]1[CH2:45][CH2:44][N:43]([C:41](=[O:42])[NH:40][C:37]3[CH:38]=[CH:39][C:34]([O:33][CH:31]([CH3:30])[CH3:32])=[CH:35][CH:36]=3)[CH2:48][CH2:47]1)=[CH:13][C:12]([O:17][CH3:18])=[C:11]([O:19][CH2:20][CH2:21][CH2:22][N:8]1[CH2:9][CH2:14][CH2:15][CH2:6][CH2:7]1)[CH:10]=2)=[O:5])[CH3:2], predict the reactants needed to synthesize it. The reactants are: [CH2:1]([O:3][C:4]([C:6]1[CH:7]=[N:8][C:9]2[C:14]([C:15]=1Cl)=[CH:13][C:12]([O:17][CH3:18])=[C:11]([O:19][CH2:20][CH2:21][CH2:22]C1CCCNC1)[CH:10]=2)=[O:5])[CH3:2].Cl.[CH3:30][CH:31]([O:33][C:34]1[CH:39]=[CH:38][C:37]([NH:40][C:41]([N:43]2[CH2:48][CH2:47][NH:46][CH2:45][CH2:44]2)=[O:42])=[CH:36][CH:35]=1)[CH3:32]. (3) Given the product [CH3:32][N:31]([S:28]([N:6]([CH2:5][C:4]([OH:34])=[O:3])[CH2:7][C:8]1[CH:13]=[CH:12][CH:11]=[C:10]([O:14][CH2:15][CH2:16][C:17]2[N:18]=[C:19]([C:23]3[S:24][CH:25]=[CH:26][CH:27]=3)[O:20][C:21]=2[CH3:22])[CH:9]=1)(=[O:30])=[O:29])[CH3:33], predict the reactants needed to synthesize it. The reactants are: C([O:3][C:4](=[O:34])[CH2:5][N:6]([S:28]([N:31]([CH3:33])[CH3:32])(=[O:30])=[O:29])[CH2:7][C:8]1[CH:13]=[CH:12][CH:11]=[C:10]([O:14][CH2:15][CH2:16][C:17]2[N:18]=[C:19]([C:23]3[S:24][CH:25]=[CH:26][CH:27]=3)[O:20][C:21]=2[CH3:22])[CH:9]=1)C.O.[OH-].[Li+]. (4) Given the product [N+:1]([C:4]1[CH:5]=[C:6]([CH:7]=[CH:8][C:9]=1[N+:10]([O-:12])=[O:11])[CH2:13][N:15]1[CH2:16][CH2:17][N:18]([CH3:21])[CH2:19][CH2:20]1)([O-:3])=[O:2], predict the reactants needed to synthesize it. The reactants are: [N+:1]([C:4]1[CH:5]=[C:6]([C:13]([N:15]2[CH2:20][CH2:19][N:18]([CH3:21])[CH2:17][CH2:16]2)=O)[CH:7]=[CH:8][C:9]=1[N+:10]([O-:12])=[O:11])([O-:3])=[O:2].[BH4-].[Na+].B(F)(F)F.CCOCC.CO. (5) Given the product [CH3:1][O:2][C:3]([C:4]1[CH:5]=[C:6]2[C:7](=[CH:8][CH:9]=1)[NH:10][CH:15]([C:14]1[CH:17]=[C:18]([Cl:21])[CH:19]=[CH:20][C:13]=1[Cl:12])[CH2:22][C:23]2([CH3:25])[CH3:24])=[O:11], predict the reactants needed to synthesize it. The reactants are: [CH3:1][O:2][C:3](=[O:11])[C:4]1[CH:9]=[CH:8][C:7]([NH2:10])=[CH:6][CH:5]=1.[Cl:12][C:13]1[CH:20]=[CH:19][C:18]([Cl:21])=[CH:17][C:14]=1[CH:15]=O.[CH2:22]=[C:23]([CH3:25])[CH3:24].FC(F)(F)S([O-])(=O)=O.[Yb+3].FC(F)(F)S([O-])(=O)=O.FC(F)(F)S([O-])(=O)=O. (6) Given the product [CH3:1][C:2]1[N:3]=[C:4]2[S:19][CH:18]=[CH:17][N:5]2[C:6](=[O:16])[C:7]=1[C:8]1[CH:15]=[CH:14][C:11]([O:22][C:21]([F:33])([F:32])[F:20])=[CH:10][CH:9]=1, predict the reactants needed to synthesize it. The reactants are: [CH3:1][C:2]1[N:3]=[C:4]2[S:19][CH:18]=[CH:17][N:5]2[C:6](=[O:16])[C:7]=1[C:8]1[CH:15]=[CH:14][C:11](C#N)=[CH:10][CH:9]=1.[F:20][C:21]([F:33])([F:32])[O:22]C1C=CC(B(O)O)=CC=1.C(=O)([O-])[O-].[Na+].[Na+].FC1C=C(C2C(=O)N3C=CSC3=NC=2C)C=C(F)C=1. (7) Given the product [C:22]([O:21][C:19]([N:6]([CH2:5][C:4]([O:3][CH2:1][CH3:2])=[O:18])[CH:7]1[CH2:10][N:9]([C:11]([O:13][C:14]([CH3:17])([CH3:16])[CH3:15])=[O:12])[CH2:8]1)=[O:20])([CH3:25])([CH3:24])[CH3:23], predict the reactants needed to synthesize it. The reactants are: [CH2:1]([O:3][C:4](=[O:18])[CH2:5][NH:6][CH:7]1[CH2:10][N:9]([C:11]([O:13][C:14]([CH3:17])([CH3:16])[CH3:15])=[O:12])[CH2:8]1)[CH3:2].[C:19](O[C:19]([O:21][C:22]([CH3:25])([CH3:24])[CH3:23])=[O:20])([O:21][C:22]([CH3:25])([CH3:24])[CH3:23])=[O:20].C(=O)([O-])[O-].[K+].[K+].